This data is from Cav3 T-type calcium channel HTS with 100,875 compounds. The task is: Binary Classification. Given a drug SMILES string, predict its activity (active/inactive) in a high-throughput screening assay against a specified biological target. The molecule is S(=O)(=O)(N1CCN(S(=O)(=O)c2ccc(NC(=O)C)cc2)CCC1)c1ccc(cc1)C. The result is 0 (inactive).